This data is from Catalyst prediction with 721,799 reactions and 888 catalyst types from USPTO. The task is: Predict which catalyst facilitates the given reaction. (1) Reactant: [CH3:1][C:2](=[CH2:17])[CH2:3][N:4]1[C:15](=[O:16])[CH2:14][CH2:13][C@H:5]1[C:6]([O:8]C(C)(C)C)=[O:7]. Product: [CH3:17][C:2](=[CH2:1])[CH2:3][N:4]1[C:15](=[O:16])[CH2:14][CH2:13][C@H:5]1[C:6]([OH:8])=[O:7]. The catalyst class is: 281. (2) Reactant: [NH2:1][C@@H:2]1[CH2:7][CH2:6][C@H:5]([CH2:8][NH:9][C:10](=[O:19])[O:11][CH2:12][C:13]2[CH:18]=[CH:17][CH:16]=[CH:15][CH:14]=2)[CH2:4][CH2:3]1.[CH:20](=O)[C:21]1[CH:26]=[CH:25][CH:24]=[CH:23][CH:22]=1.[BH-](OC(C)=O)(OC(C)=O)OC(C)=O.[Na+].[OH-].[Na+]. Product: [CH2:20]([NH:1][C@@H:2]1[CH2:7][CH2:6][C@H:5]([CH2:8][NH:9][C:10](=[O:19])[O:11][CH2:12][C:13]2[CH:14]=[CH:15][CH:16]=[CH:17][CH:18]=2)[CH2:4][CH2:3]1)[C:21]1[CH:26]=[CH:25][CH:24]=[CH:23][CH:22]=1. The catalyst class is: 845. (3) Reactant: Cl.[CH3:2][O:3][C:4]1[CH:9]=[CH:8][C:7]([NH:10][NH2:11])=[CH:6][CH:5]=1.C(N(CC)CC)C.[Cl:19][C:20]1[CH:25]=[CH:24][C:23]([C:26](=O)[C:27]#[C:28][C:29]2([OH:39])[CH2:38][CH2:37][C:32]3([O:36][CH2:35][CH2:34][O:33]3)[CH2:31][CH2:30]2)=[CH:22][CH:21]=1. Product: [Cl:19][C:20]1[CH:25]=[CH:24][C:23]([C:26]2[N:10]([C:7]3[CH:8]=[CH:9][C:4]([O:3][CH3:2])=[CH:5][CH:6]=3)[N:11]=[C:28]([C:29]3([OH:39])[CH2:30][CH2:31][C:32]4([O:33][CH2:34][CH2:35][O:36]4)[CH2:37][CH2:38]3)[CH:27]=2)=[CH:22][CH:21]=1. The catalyst class is: 8. (4) Reactant: S(Cl)(Cl)=O.CN(C=O)C.[CH2:10]([C:12]1[N:13]([C:26]2[CH:31]=[CH:30][CH:29]=[CH:28][CH:27]=2)[N:14]=[C:15]2[C:24]=1[C:23]1[CH:22]=[CH:21][CH:20]=[CH:19][C:18]=1[NH:17][C:16]2=O)[CH3:11].[Cl:32]CCl. Product: [Cl:32][C:16]1[C:15]2=[N:14][N:13]([C:26]3[CH:31]=[CH:30][CH:29]=[CH:28][CH:27]=3)[C:12]([CH2:10][CH3:11])=[C:24]2[C:23]2[CH:22]=[CH:21][CH:20]=[CH:19][C:18]=2[N:17]=1. The catalyst class is: 10. (5) Reactant: [CH2:1]([O:8][C@@H:9]1[C@@H:17]([CH2:18][O:19][Si](C(C)(C)C)(C)C)[O:16][C@H:15]2[C@H:11]([N:12]=[C:13]([N:27]([CH3:35])[C:28](=[O:34])[O:29][C:30]([CH3:33])([CH3:32])[CH3:31])[S:14]2)[C@H:10]1[O:36][CH2:37][C:38]1[CH:43]=[CH:42][CH:41]=[CH:40][CH:39]=1)[C:2]1[CH:7]=[CH:6][CH:5]=[CH:4][CH:3]=1.CCCC[N+](CCCC)(CCCC)CCCC.[F-]. Product: [CH2:1]([O:8][C@@H:9]1[C@@H:17]([CH2:18][OH:19])[O:16][C@H:15]2[C@H:11]([N:12]=[C:13]([N:27]([CH3:35])[C:28](=[O:34])[O:29][C:30]([CH3:32])([CH3:31])[CH3:33])[S:14]2)[C@H:10]1[O:36][CH2:37][C:38]1[CH:39]=[CH:40][CH:41]=[CH:42][CH:43]=1)[C:2]1[CH:3]=[CH:4][CH:5]=[CH:6][CH:7]=1. The catalyst class is: 1. (6) Reactant: [N:1]1[N:5]2[CH:6]=[CH:7][C:8]([C:10]([O:12][CH2:13][CH3:14])=[O:11])=[N:9][C:4]2=[CH:3][CH:2]=1.[Br:15]N1C(=O)CCC1=O. Product: [Br:15][C:3]1[CH:2]=[N:1][N:5]2[CH:6]=[CH:7][C:8]([C:10]([O:12][CH2:13][CH3:14])=[O:11])=[N:9][C:4]=12. The catalyst class is: 46. (7) Reactant: [C:1]([Si:5]([CH3:16])([CH3:15])[O:6][C:7]1[CH:8]=[C:9]([CH:12]=[CH:13][CH:14]=1)[CH:10]=[O:11])([CH3:4])([CH3:3])[CH3:2].[CH2:17]([Mg]Br)[CH3:18]. Product: [Si:5]([O:6][C:7]1[CH:8]=[C:9]([CH:10]([OH:11])[CH2:17][CH3:18])[CH:12]=[CH:13][CH:14]=1)([C:1]([CH3:4])([CH3:3])[CH3:2])([CH3:16])[CH3:15]. The catalyst class is: 27. (8) Reactant: [C:1]([O:5][C:6]([NH:8][CH2:9][C:10]([OH:12])=O)=[O:7])([CH3:4])([CH3:3])[CH3:2].Cl.[CH3:14][NH:15][O:16][CH3:17].CCN=C=NCCCN(C)C.C1C=CC2N(O)N=NC=2C=1.CN1CCOCC1. Product: [CH3:17][O:16][N:15]([CH3:14])[C:10](=[O:12])[CH2:9][NH:8][C:6](=[O:7])[O:5][C:1]([CH3:2])([CH3:3])[CH3:4]. The catalyst class is: 2. (9) Reactant: [F:1][C:2]1[CH:7]=[CH:6][C:5]([CH:8]2[CH2:13][C:12](=O)[NH:11][CH2:10][CH:9]2[CH2:15][CH2:16][C:17]([OH:19])=[O:18])=[CH:4][CH:3]=1.F[B-](F)(F)F.C[O+](C)C.[BH4-].[Na+]. Product: [F:1][C:2]1[CH:7]=[CH:6][C:5]([CH:8]2[CH2:13][CH2:12][NH:11][CH2:10][CH:9]2[CH2:15][CH2:16][C:17]([OH:19])=[O:18])=[CH:4][CH:3]=1. The catalyst class is: 4. (10) Reactant: [CH3:1][N:2]1[CH:6]=[C:5]([C:7]2[CH:12]=[CH:11][C:10]([NH:13][C:14]3[N:15]=[C:16]([N:24]([C:28]4[CH:33]=[CH:32][CH:31]=[CH:30][CH:29]=4)[CH2:25][CH2:26][OH:27])[C:17]4[CH2:23][NH:22][CH2:21][CH2:20][C:18]=4[N:19]=3)=[CH:9][CH:8]=2)[CH:4]=[N:3]1.[C:34](O)(=O)C.C=O.C([BH3-])#N.[Na+]. Product: [CH3:34][N:22]1[CH2:21][CH2:20][C:18]2[N:19]=[C:14]([NH:13][C:10]3[CH:9]=[CH:8][C:7]([C:5]4[CH:4]=[N:3][N:2]([CH3:1])[CH:6]=4)=[CH:12][CH:11]=3)[N:15]=[C:16]([N:24]([C:28]3[CH:33]=[CH:32][CH:31]=[CH:30][CH:29]=3)[CH2:25][CH2:26][OH:27])[C:17]=2[CH2:23]1. The catalyst class is: 5.